This data is from Catalyst prediction with 721,799 reactions and 888 catalyst types from USPTO. The task is: Predict which catalyst facilitates the given reaction. (1) Reactant: [CH2:1]([O:3][C:4]([C:6]1[N:7]=[N:8][C:9]([Cl:13])=[CH:10][C:11]=1Cl)=[O:5])[CH3:2].[CH3:14][C:15]1[N:20]=[C:19]([NH2:21])[CH:18]=[CH:17][CH:16]=1. Product: [CH2:1]([O:3][C:4]([C:6]1[N:7]=[N:8][C:9]([Cl:13])=[CH:10][C:11]=1[NH:21][C:19]1[CH:18]=[CH:17][CH:16]=[C:15]([CH3:14])[N:20]=1)=[O:5])[CH3:2]. The catalyst class is: 10. (2) Reactant: [C:1]([O:5][C:6](=[O:32])[N:7]([CH2:24][CH2:25][C:26]1[CH:31]=[CH:30][CH:29]=[CH:28][N:27]=1)[CH2:8][C:9]1[CH:14]=[CH:13][CH:12]=[C:11]([CH2:15][CH2:16][O:17]C2CCCCO2)[CH:10]=1)([CH3:4])([CH3:3])[CH3:2].C(O)(=O)C.O.CC(OCC1C2C(=CC=CC=2)C(COC(C)=O)=C2C=1C=CC=C2)=O. Product: [C:1]([O:5][C:6](=[O:32])[N:7]([CH2:8][C:9]1[CH:14]=[CH:13][CH:12]=[C:11]([CH2:15][CH2:16][OH:17])[CH:10]=1)[CH2:24][CH2:25][C:26]1[CH:31]=[CH:30][CH:29]=[CH:28][N:27]=1)([CH3:2])([CH3:4])[CH3:3]. The catalyst class is: 7. (3) Reactant: [CH2:1]([N:8]1[CH:12]=[C:11]([C:13](OCC)=[O:14])[C:10]([O:18][CH2:19][C:20]2[CH:25]=[CH:24][CH:23]=[C:22]([O:26][CH2:27][C:28]3[N:29]=[C:30]([C:34]4[CH:39]=[CH:38][CH:37]=[CH:36][CH:35]=4)[O:31][C:32]=3[CH3:33])[CH:21]=2)=[N:9]1)[C:2]1[CH:7]=[CH:6][CH:5]=[CH:4][CH:3]=1.[H-].[Al+3].[Li+].[H-].[H-].[H-].O.O.O.O.O.O.O.O.O.O.S([O-])([O-])(=O)=O.[Na+].[Na+]. Product: [CH2:1]([N:8]1[CH:12]=[C:11]([CH2:13][OH:14])[C:10]([O:18][CH2:19][C:20]2[CH:25]=[CH:24][CH:23]=[C:22]([O:26][CH2:27][C:28]3[N:29]=[C:30]([C:34]4[CH:35]=[CH:36][CH:37]=[CH:38][CH:39]=4)[O:31][C:32]=3[CH3:33])[CH:21]=2)=[N:9]1)[C:2]1[CH:7]=[CH:6][CH:5]=[CH:4][CH:3]=1. The catalyst class is: 54. (4) Reactant: [F:1][C:2]1[C:3]2[N:4]([CH:20]=[N:21][CH:22]=2)[C:5]([NH:11][C:12]2[CH:17]=[CH:16][C:15]([I:18])=[CH:14][C:13]=2[F:19])=[C:6]([C:8]([OH:10])=O)[CH:7]=1.[CH3:23][C:24]1([CH3:32])[O:28][C@H:27]([CH2:29]NO)[CH2:26][O:25]1.CCN=C=NCCCN(C)C.C1C=CC2[N:52]([OH:53])N=NC=2C=1.CCN(C(C)C)C(C)C. Product: [CH3:32][C:24]1([CH3:23])[O:28][C@@H:27]([CH2:29][O:53][NH:52][C:8]([C:6]2[CH:7]=[C:2]([F:1])[C:3]3[N:4]([CH:20]=[N:21][CH:22]=3)[C:5]=2[NH:11][C:12]2[CH:17]=[CH:16][C:15]([I:18])=[CH:14][C:13]=2[F:19])=[O:10])[CH2:26][O:25]1. The catalyst class is: 3. (5) Product: [C:20]([C:19]1[CH:22]=[CH:23][C:16]([N:10]2[C:11](=[O:15])[C:12]([CH3:14])([CH3:13])[N:8]([C:5]3[CH:4]=[CH:3][C:2]([NH:1][C:29](=[O:31])[CH3:30])=[CH:7][CH:6]=3)[C:9]2=[S:28])=[CH:17][C:18]=1[C:24]([F:26])([F:27])[F:25])#[N:21]. The catalyst class is: 4. Reactant: [NH2:1][C:2]1[CH:7]=[CH:6][C:5]([N:8]2[C:12]([CH3:14])([CH3:13])[C:11](=[O:15])[N:10]([C:16]3[CH:23]=[CH:22][C:19]([C:20]#[N:21])=[C:18]([C:24]([F:27])([F:26])[F:25])[CH:17]=3)[C:9]2=[S:28])=[CH:4][CH:3]=1.[C:29](Cl)(=[O:31])[CH3:30].C(N(CC)CC)C.